From a dataset of CYP1A2 inhibition data for predicting drug metabolism from PubChem BioAssay. Regression/Classification. Given a drug SMILES string, predict its absorption, distribution, metabolism, or excretion properties. Task type varies by dataset: regression for continuous measurements (e.g., permeability, clearance, half-life) or binary classification for categorical outcomes (e.g., BBB penetration, CYP inhibition). Dataset: cyp1a2_veith. (1) The drug is CCOC(=O)CC(=O)CSc1nc(-c2cccnc2)cc(C)c1C#N. The result is 1 (inhibitor). (2) The molecule is COc1cccc(/C=N/NC(=O)C(=O)NCc2cccnc2)c1. The result is 0 (non-inhibitor). (3) The molecule is c1ccc(-c2cccc(N3CCC4(CCNCC4)CC3)c2)cc1. The result is 1 (inhibitor). (4) The drug is Nc1ncnc2nc(-c3ccccc3)cc(-c3ccc(F)cc3)c12. The result is 1 (inhibitor). (5) The drug is S=C(CSc1ccccc1)Nc1cccc2ccccc12. The result is 1 (inhibitor). (6) The result is 1 (inhibitor). The drug is O=C(CSc1nccn1-c1ccccc1)c1ccc(Cl)cc1. (7) The drug is C[C@@H](C(=O)Nc1ccc2ccccc2c1)[C@H]1C[C@]1(C)[C@H](NC(=O)Oc1ccc(F)cc1)c1ccccc1. The result is 0 (non-inhibitor). (8) The molecule is COc1ccc(C(C(=O)NCc2ccccc2)N(Cc2cccs2)C(=O)c2cnccn2)cc1. The result is 0 (non-inhibitor). (9) The molecule is O=C(O)/C=C\c1ccc(O)c(O)c1. The result is 0 (non-inhibitor). (10) The molecule is Cc1c(NC(=O)C2CCN(S(=O)(=O)c3ccc(Cl)cc3)CC2)c(=O)n(-c2ccccc2)n1C. The result is 0 (non-inhibitor).